Dataset: Forward reaction prediction with 1.9M reactions from USPTO patents (1976-2016). Task: Predict the product of the given reaction. (1) Given the reactants C([Zn][CH2:4][CH3:5])C.[NH2:6][C:7]1[CH:12]=[CH:11][C:10](Br)=[CH:9][N:8]=1.C(Cl)Cl.[Na+].[Cl-], predict the reaction product. The product is: [NH2:6][C:7]1[CH:12]=[CH:11][C:10]([CH2:4][CH3:5])=[CH:9][N:8]=1. (2) Given the reactants [F:1][C:2]1([F:20])[C:4]2([CH2:8][C@@H:7]([C:9]([O:11]C)=[O:10])[N:6]([C:13]([O:15][C:16]([CH3:19])([CH3:18])[CH3:17])=[O:14])[CH2:5]2)[CH2:3]1.[Li+].[OH-].CO, predict the reaction product. The product is: [C:16]([O:15][C:13]([N:6]1[C@H:7]([C:9]([OH:11])=[O:10])[CH2:8][C:4]2([C:2]([F:1])([F:20])[CH2:3]2)[CH2:5]1)=[O:14])([CH3:19])([CH3:17])[CH3:18]. (3) The product is: [F:1][C:2]([F:30])([F:31])[C:3]([C:12]1[CH:17]=[CH:16][C:15]([O:18][C:19]2[CH:20]=[CH:21][C:22]([CH2:25][CH2:26][OH:33])=[CH:23][CH:24]=2)=[C:14]([CH2:27][CH2:28][CH3:29])[CH:13]=1)([O:8][CH2:9][O:10][CH3:11])[C:4]([F:6])([F:5])[F:7]. Given the reactants [F:1][C:2]([F:31])([F:30])[C:3]([C:12]1[CH:17]=[CH:16][C:15]([O:18][C:19]2[CH:24]=[CH:23][C:22]([CH:25]=[CH2:26])=[CH:21][CH:20]=2)=[C:14]([CH2:27][CH2:28][CH3:29])[CH:13]=1)([O:8][CH2:9][O:10][CH3:11])[C:4]([F:7])([F:6])[F:5].C(=O)([O-])[OH:33].[Na+].ClC1C=CC=C(C(OO)=O)C=1.S([O-])([O-])(=O)=S.[Na+].[Na+].C([BH3-])#N.[Na+], predict the reaction product. (4) Given the reactants [C:1]1([S:7]([OH:10])(=[O:9])=[O:8])[CH:6]=[CH:5][CH:4]=[CH:3][CH:2]=1.[CH2:11]([N:13]([CH2:50][CH3:51])[CH2:14][CH2:15][N:16]([CH2:34][CH2:35][NH:36][CH2:37][CH2:38][C:39]1[C:47]2[S:46][C:45](=[O:48])[NH:44][C:43]=2[C:42]([OH:49])=[CH:41][CH:40]=1)[C:17](=[O:33])[CH2:18][CH2:19][O:20][CH2:21][CH2:22][C:23]1[C:32]2[C:27](=[CH:28][CH:29]=[CH:30][CH:31]=2)[CH:26]=[CH:25][CH:24]=1)[CH3:12], predict the reaction product. The product is: [S:7]([C:1]1[CH:6]=[CH:5][CH:4]=[CH:3][CH:2]=1)([OH:10])(=[O:9])=[O:8].[CH2:50]([N:13]([CH2:11][CH3:12])[CH2:14][CH2:15][N:16]([CH2:34][CH2:35][NH:36][CH2:37][CH2:38][C:39]1[C:47]2[S:46][C:45](=[O:48])[NH:44][C:43]=2[C:42]([OH:49])=[CH:41][CH:40]=1)[C:17](=[O:33])[CH2:18][CH2:19][O:20][CH2:21][CH2:22][C:23]1[C:32]2[C:27](=[CH:28][CH:29]=[CH:30][CH:31]=2)[CH:26]=[CH:25][CH:24]=1)[CH3:51]. (5) Given the reactants [CH3:1][O:2][C:3]([NH:5][C@@H:6]([CH:10]([CH3:12])[CH3:11])[C:7]([OH:9])=O)=[O:4].CN(C(ON1N=NC2C=CC=NC1=2)=[N+](C)C)C.F[P-](F)(F)(F)(F)F.CCN(C(C)C)C(C)C.Cl.[F:47][C:48]1([F:94])[CH2:52][NH:51][C@H:50]([C:53]2[NH:54][C:55]([C:58]3[CH:59]=[N:60][C:61]([C:64]4[CH:69]=[CH:68][C:67]([C:70]5[N:71]=[C:72]([C@@H:75]6[CH2:87][N:85]7[C:86]8[CH:78]([C@@H:79]([NH:88][C:89](=[O:92])[O:90][CH3:91])[CH2:80][CH2:81][C:82]=8[CH:83]=[CH:84]7)[C:77](=[O:93])[CH2:76]6)[NH:73][CH:74]=5)=[CH:66][CH:65]=4)=[N:62][CH:63]=3)=[CH:56][N:57]=2)[CH2:49]1, predict the reaction product. The product is: [CH3:91][O:90][C:89](=[O:92])[NH:88][C@@H:79]1[CH:78]2[C:77](=[O:93])[CH2:76][C@H:75]([C:72]3[NH:73][CH:74]=[C:70]([C:67]4[CH:68]=[CH:69][C:64]([C:61]5[N:62]=[CH:63][C:58]([C:55]6[NH:54][C:53]([C@@H:50]7[CH2:49][C:48]([F:47])([F:94])[CH2:52][N:51]7[C:7](=[O:9])[CH:6]([NH:5][C:3]([O:2][CH3:1])=[O:4])[CH:10]([CH3:12])[CH3:11])=[N:57][CH:56]=6)=[CH:59][N:60]=5)=[CH:65][CH:66]=4)[N:71]=3)[CH2:87][N:85]3[C:86]2=[C:82]([CH:83]=[CH:84]3)[CH2:81][CH2:80]1.